Dataset: Full USPTO retrosynthesis dataset with 1.9M reactions from patents (1976-2016). Task: Predict the reactants needed to synthesize the given product. (1) Given the product [CH3:29][CH:30]1[CH2:31][N@@:32]1[S:33]([C:36]1[CH:41]=[CH:40][C:39]([CH3:42])=[CH:38][CH:37]=1)(=[O:35])=[O:34], predict the reactants needed to synthesize it. The reactants are: CC1C[N@@]1S(C1C=CC=C(C(F)(F)F)C=1)(=O)=O.CC1C=CC(S(O[CH2:29][C@@H:30]([NH:32][S:33]([C:36]2[CH:41]=[CH:40][C:39]([CH3:42])=[CH:38][CH:37]=2)(=[O:35])=[O:34])[CH3:31])(=O)=O)=CC=1. (2) Given the product [Br:11][C:12]1[CH:13]=[C:14]([C:15]([N:4]2[C:5]3[CH:10]=[CH:9][CH:8]=[CH:7][C:6]=3[O:1][CH2:2][CH2:3]2)=[O:16])[CH:18]=[CH:19][C:20]=1[OH:21], predict the reactants needed to synthesize it. The reactants are: [O:1]1[C:6]2[CH:7]=[CH:8][CH:9]=[CH:10][C:5]=2[NH:4][CH2:3][CH2:2]1.[Br:11][C:12]1[CH:13]=[C:14]([CH:18]=[CH:19][C:20]=1[OH:21])[C:15](Cl)=[O:16]. (3) Given the product [O:6]=[C:7]([CH3:14])[CH2:8][CH2:9][CH2:10][C:11]([O:4][CH3:3])=[O:12], predict the reactants needed to synthesize it. The reactants are: CN(C)[CH:3]=[O:4].[O:6]=[C:7]([CH3:14])[CH2:8][CH2:9][CH2:10][C:11](O)=[O:12].C(=O)([O-])[O-].[K+].[K+].CI. (4) The reactants are: [H-].[Na+].[C:3]([O:7][C:8]([N:10]1[CH2:15][CH2:14][CH:13]([CH2:16][OH:17])[CH2:12][CH2:11]1)=[O:9])([CH3:6])([CH3:5])[CH3:4].Cl[C:19]1[C:28]2[C:23](=[CH:24][CH:25]=[C:26]([O:29][CH3:30])[CH:27]=2)[CH:22]=[CH:21][N:20]=1. Given the product [C:3]([O:7][C:8]([N:10]1[CH2:15][CH2:14][CH:13]([CH2:16][O:17][C:19]2[C:28]3[C:23](=[CH:24][CH:25]=[C:26]([O:29][CH3:30])[CH:27]=3)[CH:22]=[CH:21][N:20]=2)[CH2:12][CH2:11]1)=[O:9])([CH3:6])([CH3:5])[CH3:4], predict the reactants needed to synthesize it. (5) Given the product [CH3:17][O:10][C:9](=[O:11])[CH2:8][C:4]1[CH:5]=[CH:6][CH:7]=[C:2]([Br:1])[CH:3]=1, predict the reactants needed to synthesize it. The reactants are: [Br:1][C:2]1[CH:3]=[C:4]([CH2:8][C:9]([OH:11])=[O:10])[CH:5]=[CH:6][CH:7]=1.S(=O)(=O)(O)O.[CH3:17]O. (6) Given the product [CH2:10]([O:17][C:18](=[O:44])[C:19]([NH:28][C:29]([O:31][C:32]([CH3:35])([CH3:34])[CH3:33])=[O:30])([NH:36][C:37]([O:39][C:40]([CH3:41])([CH3:42])[CH3:43])=[O:38])[CH2:20][CH2:21][CH:22]=[O:27])[C:11]1[CH:16]=[CH:15][CH:14]=[CH:13][CH:12]=1, predict the reactants needed to synthesize it. The reactants are: CC(C[AlH]CC(C)C)C.[CH2:10]([O:17][C:18](=[O:44])[C:19]([NH:36][C:37]([O:39][C:40]([CH3:43])([CH3:42])[CH3:41])=[O:38])([NH:28][C:29]([O:31][C:32]([CH3:35])([CH3:34])[CH3:33])=[O:30])[CH2:20][CH2:21][C:22](=[O:27])N(OC)C)[C:11]1[CH:16]=[CH:15][CH:14]=[CH:13][CH:12]=1. (7) Given the product [CH2:1]([N:8]1[CH2:9][CH2:10][O:11][C:12]([F:18])([F:17])[C:13]1=[O:14])[C:2]1[CH:7]=[CH:6][CH:5]=[CH:4][CH:3]=1, predict the reactants needed to synthesize it. The reactants are: [CH2:1]([N:8](CC1C=CC=CC=1)[CH2:9][CH2:10][O:11][C:12]([F:18])([F:17])[C:13](OC)=[O:14])[C:2]1[CH:7]=[CH:6][CH:5]=[CH:4][CH:3]=1. (8) Given the product [CH2:15]([O:22][CH2:23][CH2:24][CH2:25][CH2:26][CH2:27][N:5]1[C:6]([C:7]2[CH:12]=[CH:11][C:10]([F:13])=[CH:9][CH:8]=2)=[C:2]([Br:1])[C:3]([CH3:14])=[N:4]1)[C:16]1[CH:21]=[CH:20][CH:19]=[CH:18][CH:17]=1, predict the reactants needed to synthesize it. The reactants are: [Br:1][C:2]1[C:3]([CH3:14])=[N:4][NH:5][C:6]=1[C:7]1[CH:12]=[CH:11][C:10]([F:13])=[CH:9][CH:8]=1.[CH2:15]([O:22][CH2:23][CH2:24][CH2:25][CH2:26][CH2:27]O)[C:16]1[CH:21]=[CH:20][CH:19]=[CH:18][CH:17]=1.C1(P(C2C=CC=CC=2)C2C=CC=CC=2)C=CC=CC=1.N(C(OC(C)C)=O)=NC(OC(C)C)=O. (9) Given the product [CH3:9][O:8][C:6](=[O:7])[C:5]1[CH:10]=[CH:11][C:2]([NH:24][CH2:23][CH2:22][NH:21][C:20]([O:19][C:15]([CH3:18])([CH3:17])[CH3:16])=[O:25])=[C:3]([N+:12]([O-:14])=[O:13])[CH:4]=1, predict the reactants needed to synthesize it. The reactants are: Cl[C:2]1[CH:11]=[CH:10][C:5]([C:6]([O:8][CH3:9])=[O:7])=[CH:4][C:3]=1[N+:12]([O-:14])=[O:13].[C:15]([O:19][C:20](=[O:25])[NH:21][CH2:22][CH2:23][NH2:24])([CH3:18])([CH3:17])[CH3:16].